Dataset: Full USPTO retrosynthesis dataset with 1.9M reactions from patents (1976-2016). Task: Predict the reactants needed to synthesize the given product. (1) Given the product [Cl:1][C:2]1[CH:3]=[C:4]([CH:18]=[CH:19][C:20]=1[Cl:21])[O:5][CH:6]1[CH2:7][CH2:8][N:9]([CH:12]2[CH2:13][CH2:14][N:15]([C:23]([NH2:24])=[O:22])[CH2:16][CH2:17]2)[CH2:10][CH2:11]1, predict the reactants needed to synthesize it. The reactants are: [Cl:1][C:2]1[CH:3]=[C:4]([CH:18]=[CH:19][C:20]=1[Cl:21])[O:5][CH:6]1[CH2:11][CH2:10][N:9]([CH:12]2[CH2:17][CH2:16][NH:15][CH2:14][CH2:13]2)[CH2:8][CH2:7]1.[O-:22][C:23]#[N:24].[Na+].[OH-].[Na+]. (2) Given the product [C:1]1([C:7]2[CH:8]=[CH:9][CH:10]=[CH:11][CH:12]=2)[CH:6]=[CH:5][C:4]([S:14]([OH:17])(=[O:16])=[O:15])=[CH:3][CH:2]=1, predict the reactants needed to synthesize it. The reactants are: [C:1]1([C:7]2[CH:12]=[CH:11][CH:10]=[CH:9][CH:8]=2)[CH:6]=[CH:5][CH:4]=[CH:3][CH:2]=1.Cl[S:14]([OH:17])(=[O:16])=[O:15].